This data is from Reaction yield outcomes from USPTO patents with 853,638 reactions. The task is: Predict the reaction yield, written as a fraction of the theoretical maximum amount of product (1.0 means a 100% yield; for example, 0.34 means a 34% yield). (1) The reactants are Cl.[F:2][C:3]1[CH:30]=[C:29]([N+:31]([O-])=O)[CH:28]=[CH:27][C:4]=1[O:5][C:6]1[C:15]2[C:10](=[CH:11][C:12]([O:18][CH2:19][CH2:20][CH2:21][N:22]3[CH2:26][CH2:25][CH2:24][CH2:23]3)=[C:13]([O:16][CH3:17])[CH:14]=2)[N:9]=[CH:8][CH:7]=1. The catalyst is [Fe].C(O)C. The product is [F:2][C:3]1[CH:30]=[C:29]([CH:28]=[CH:27][C:4]=1[O:5][C:6]1[C:15]2[C:10](=[CH:11][C:12]([O:18][CH2:19][CH2:20][CH2:21][N:22]3[CH2:23][CH2:24][CH2:25][CH2:26]3)=[C:13]([O:16][CH3:17])[CH:14]=2)[N:9]=[CH:8][CH:7]=1)[NH2:31]. The yield is 0.950. (2) The reactants are P(Cl)(Cl)([Cl:3])=O.[NH2:6][C:7]1[CH:8]=[C:9]2[C:14](=[CH:15][C:16]=1[Cl:17])[C:13](=O)[NH:12][CH:11]=[CH:10]2.[OH-].[Na+]. No catalyst specified. The product is [Cl:3][C:13]1[C:14]2[C:9](=[CH:8][C:7]([NH2:6])=[C:16]([Cl:17])[CH:15]=2)[CH:10]=[CH:11][N:12]=1. The yield is 0.550. (3) The reactants are [Cl:1][C:2]1[CH:9]=[C:8]([O:10][CH3:11])[C:7]([N+:12]([O-:14])=[O:13])=[CH:6][C:3]=1[CH:4]=[O:5].[BH4-].[Na+]. The catalyst is CO. The product is [Cl:1][C:2]1[CH:9]=[C:8]([O:10][CH3:11])[C:7]([N+:12]([O-:14])=[O:13])=[CH:6][C:3]=1[CH2:4][OH:5]. The yield is 0.784. (4) The reactants are [CH:1]1([C:4]2[CH:9]=[CH:8][C:7]([CH2:10][C:11]([O:13]C)=[O:12])=[CH:6][CH:5]=2)[CH2:3][CH2:2]1.O.[OH-].[Li+].Cl. The catalyst is C1COCC1.CO.O. The product is [CH:1]1([C:4]2[CH:9]=[CH:8][C:7]([CH2:10][C:11]([OH:13])=[O:12])=[CH:6][CH:5]=2)[CH2:2][CH2:3]1. The yield is 0.980.